Predict the product of the given reaction. From a dataset of Forward reaction prediction with 1.9M reactions from USPTO patents (1976-2016). Given the reactants [NH:1]1[CH:5]=[C:4]([C:6]2([OH:9])[CH2:8][CH2:7]2)[N:3]=[CH:2]1.N1C=CN=C1.[CH3:15][C:16]([Si:19](Cl)([CH3:21])[CH3:20])([CH3:18])[CH3:17], predict the reaction product. The product is: [Si:19]([O:9][C:6]1([C:4]2[N:3]=[CH:2][NH:1][CH:5]=2)[CH2:8][CH2:7]1)([C:16]([CH3:18])([CH3:17])[CH3:15])([CH3:21])[CH3:20].